This data is from Merck oncology drug combination screen with 23,052 pairs across 39 cell lines. The task is: Regression. Given two drug SMILES strings and cell line genomic features, predict the synergy score measuring deviation from expected non-interaction effect. (1) Synergy scores: synergy=22.0. Cell line: RPMI7951. Drug 1: CS(=O)(=O)CCNCc1ccc(-c2ccc3ncnc(Nc4ccc(OCc5cccc(F)c5)c(Cl)c4)c3c2)o1. Drug 2: COC1CC2CCC(C)C(O)(O2)C(=O)C(=O)N2CCCCC2C(=O)OC(C(C)CC2CCC(OP(C)(C)=O)C(OC)C2)CC(=O)C(C)C=C(C)C(O)C(OC)C(=O)C(C)CC(C)C=CC=CC=C1C. (2) Drug 1: COC1CC2CCC(C)C(O)(O2)C(=O)C(=O)N2CCCCC2C(=O)OC(C(C)CC2CCC(OP(C)(C)=O)C(OC)C2)CC(=O)C(C)C=C(C)C(O)C(OC)C(=O)C(C)CC(C)C=CC=CC=C1C. Cell line: UWB1289BRCA1. Synergy scores: synergy=13.9. Drug 2: CCc1cnn2c(NCc3ccc[n+]([O-])c3)cc(N3CCCCC3CCO)nc12.